This data is from Forward reaction prediction with 1.9M reactions from USPTO patents (1976-2016). The task is: Predict the product of the given reaction. (1) Given the reactants [N:1]1[CH:6]=[CH:5][CH:4]=[CH:3][C:2]=1[C:7]1[N:15]2[C:10]([CH:11]=[CH:12][CH:13]=[CH:14]2)=[CH:9][C:8]=1[CH:16]([NH2:18])[CH3:17].[NH2:19][C:20]1[C:25]([C:26]([NH2:28])=[O:27])=[C:24](Cl)[N:23]=[CH:22][N:21]=1.NC1C(C(O)=O)=C(Cl)N=CN=1.CCN(C(C)C)C(C)C, predict the reaction product. The product is: [NH2:19][C:20]1[C:25]([C:26]([NH2:28])=[O:27])=[C:24]([NH:18][CH:16]([C:8]2[CH:9]=[C:10]3[N:15]([C:7]=2[C:2]2[CH:3]=[CH:4][CH:5]=[CH:6][N:1]=2)[CH:14]=[CH:13][CH:12]=[CH:11]3)[CH3:17])[N:23]=[CH:22][N:21]=1. (2) Given the reactants [F:1][C:2]1[CH:3]=[C:4]2[C:8](=[CH:9][CH:10]=1)[CH2:7][C:6]([NH:14][C:15](=[O:26])[C:16]1[CH:21]=[CH:20][CH:19]=[C:18]([CH3:22])[C:17]=1/[CH:23]=[CH:24]/[CH3:25])([C:11]([OH:13])=[O:12])[CH2:5]2.[CH3:27]CO, predict the reaction product. The product is: [F:1][C:2]1[CH:3]=[C:4]2[C:8](=[CH:9][CH:10]=1)[CH2:7][C:6]([NH:14][C:15](=[O:26])[C:16]1[CH:21]=[CH:20][CH:19]=[C:18]([CH3:22])[C:17]=1[CH2:23][CH:24]([CH3:27])[CH3:25])([C:11]([OH:13])=[O:12])[CH2:5]2. (3) Given the reactants [C:1]([O:5][C:6]([N:8]1[CH2:13][CH2:12][CH:11]([NH:14][C:15]2[C:20]([C:21]#[N:22])=[CH:19][CH:18]=[CH:17][N:16]=2)[CH2:10][CH2:9]1)=[O:7])([CH3:4])([CH3:3])[CH3:2].[CH3:23]N(C)C=O.[H-].[Na+].IC, predict the reaction product. The product is: [C:1]([O:5][C:6]([N:8]1[CH2:13][CH2:12][CH:11]([N:14]([C:15]2[C:20]([C:21]#[N:22])=[CH:19][CH:18]=[CH:17][N:16]=2)[CH3:23])[CH2:10][CH2:9]1)=[O:7])([CH3:4])([CH3:2])[CH3:3]. (4) Given the reactants [CH2:1]([O:3][C:4]1[CH:5]=[C:6]([C:13]2[N:17]([CH3:18])[CH:16]=[N:15][N:14]=2)[CH:7]=[CH:8][C:9]=1[N+:10]([O-])=O)[CH3:2], predict the reaction product. The product is: [CH2:1]([O:3][C:4]1[CH:5]=[C:6]([C:13]2[N:17]([CH3:18])[CH:16]=[N:15][N:14]=2)[CH:7]=[CH:8][C:9]=1[NH2:10])[CH3:2]. (5) Given the reactants [Br:1][C:2]1[N:7]=[CH:6][C:5]([NH2:8])=[CH:4][C:3]=1[CH3:9].Cl[C:11]1[CH:19]=[CH:18][C:17]([CH3:20])=[CH:16][C:12]=1[C:13]([OH:15])=[O:14], predict the reaction product. The product is: [Br:1][C:2]1[N:7]=[CH:6][C:5]([NH:8][C:11]2[CH:19]=[CH:18][C:17]([CH3:20])=[CH:16][C:12]=2[C:13]([OH:15])=[O:14])=[CH:4][C:3]=1[CH3:9]. (6) The product is: [CH2:21]([NH:9][CH2:10][C:11]([O:13][CH2:14][C:15]1[CH:20]=[CH:19][CH:18]=[CH:17][CH:16]=1)=[O:12])[CH2:22][CH2:23][CH3:24]. Given the reactants C(N(CC)CC)C.Cl.[NH2:9][CH2:10][C:11]([O:13][CH2:14][C:15]1[CH:20]=[CH:19][CH:18]=[CH:17][CH:16]=1)=[O:12].[CH:21](=O)[CH2:22][CH2:23][CH3:24].[BH4-].[Na+], predict the reaction product. (7) Given the reactants [Br:1][C:2]1[C:3]([NH:9][CH2:10][CH:11]([CH3:13])[CH3:12])=[N:4][C:5](Cl)=[N:6][CH:7]=1.[C-:14]#[N:15].[K+].C1(C)C=CC(S(O)(=O)=O)=CC=1.[Na].CCCCCC, predict the reaction product. The product is: [Br:1][C:2]1[C:3]([NH:9][CH2:10][CH:11]([CH3:13])[CH3:12])=[N:4][C:5]([C:14]#[N:15])=[N:6][CH:7]=1. (8) Given the reactants FC1C=CC(F)=CC=1N.BrC1C=CC(Br)=CC=1N.[F:19][C:20]1[CH:21]=[CH:22][C:23]2[S:27][C:26](=[N:28][C:29](=[O:37])[C:30]3[CH:35]=[CH:34][C:33]([CH3:36])=[CH:32][CH:31]=3)[N:25]([CH:38]([CH2:43][CH3:44])[C:39]([O:41][CH3:42])=[O:40])[C:24]=2[CH:45]=1, predict the reaction product. The product is: [F:19][C:20]1[CH:21]=[CH:22][C:23]2[S:27][C:26](=[N:28][C:29](=[O:37])[C:30]3[CH:31]=[CH:32][C:33]([CH3:36])=[CH:34][CH:35]=3)[N:25]([CH:38]([CH2:43][CH3:44])[C:39]([O:41][CH3:42])=[O:40])[C:24]=2[CH:45]=1.[F:19][C:20]1[CH:21]=[CH:22][C:23]2[S:27][C:26](=[N:28][C:29](=[O:37])[C:30]3[CH:31]=[CH:32][C:33]([CH3:36])=[CH:34][CH:35]=3)[N:25]([CH:38]([CH2:43][CH3:44])[C:39]([OH:41])=[O:40])[C:24]=2[CH:45]=1. (9) The product is: [CH:2]1([C:5]2[CH:26]=[C:25]([C:27](=[N:34][O:33][CH3:31])[CH3:28])[CH:24]=[CH:23][C:6]=2[O:7][CH2:8][C:9]2[C:14]([CH3:15])=[CH:13][CH:12]=[CH:11][C:10]=2[N:16]2[C:20](=[O:21])[N:19]([CH3:22])[N:18]=[N:17]2)[CH2:3][CH2:4]1. Given the reactants Cl.[CH:2]1([C:5]2[CH:26]=[C:25]([C:27](=O)[CH3:28])[CH:24]=[CH:23][C:6]=2[O:7][CH2:8][C:9]2[C:14]([CH3:15])=[CH:13][CH:12]=[CH:11][C:10]=2[N:16]2[C:20](=[O:21])[N:19]([CH3:22])[N:18]=[N:17]2)[CH2:4][CH2:3]1.Cl.[CH2:31]([O:33][NH2:34])C.O.C(=O)(O)[O-].[Na+], predict the reaction product.